This data is from Peptide-MHC class II binding affinity with 134,281 pairs from IEDB. The task is: Regression. Given a peptide amino acid sequence and an MHC pseudo amino acid sequence, predict their binding affinity value. This is MHC class II binding data. The peptide sequence is TEAEDVIPEGWKADTSYESK. The MHC is HLA-DQA10401-DQB10402 with pseudo-sequence HLA-DQA10401-DQB10402. The binding affinity (normalized) is 0.448.